From a dataset of KCNQ2 potassium channel screen with 302,405 compounds. Binary Classification. Given a drug SMILES string, predict its activity (active/inactive) in a high-throughput screening assay against a specified biological target. (1) The molecule is Clc1cc(NC(=S)N(C(c2ncccc2)C)CCCOC)cc(Cl)c1. The result is 0 (inactive). (2) The drug is S(=O)(=O)(N1CCCCC1)c1cc(NC(=O)c2c(SC)nccc2)c(OC)cc1. The result is 0 (inactive). (3) The compound is Brc1cc(C(=O)Cn2c3c(c(=O)n(c2=O)Cc2occc2)cc(OC)c(OC)c3)ccc1. The result is 0 (inactive). (4) The molecule is S1(=O)(=O)N(CCC(=O)N2CCN(CC2)C)C(=O)c2c1cccc2. The result is 0 (inactive). (5) The drug is Clc1c(scc1)C(=O)Nc1cc(S(=O)(=O)N(C)C)ccc1C. The result is 0 (inactive). (6) The molecule is O(c1c(n2c(c(c3ccccc3)c(=O)nc2C)C)cccc1)C(=O)C. The result is 0 (inactive). (7) The compound is o1c(C(=O)Nc2c(N3CCCC3)cccc2)cc2c1cccc2. The result is 0 (inactive).